This data is from Full USPTO retrosynthesis dataset with 1.9M reactions from patents (1976-2016). The task is: Predict the reactants needed to synthesize the given product. (1) Given the product [N:8]1[CH:9]=[CH:10][CH:11]=[C:6]([C:4]2[CH:5]=[N:1][N:2]([C:13]3[N:18]=[C:17]([C:19]4[N:20]=[CH:21][CH:22]=[CH:23][N:24]=4)[CH:16]=[CH:15][CH:14]=3)[CH:3]=2)[CH:7]=1, predict the reactants needed to synthesize it. The reactants are: [NH:1]1[CH:5]=[C:4]([C:6]2[CH:7]=[N:8][CH:9]=[CH:10][CH:11]=2)[CH:3]=[N:2]1.Br[C:13]1[N:18]=[C:17]([C:19]2[N:24]=[CH:23][CH:22]=[CH:21][N:20]=2)[CH:16]=[CH:15][CH:14]=1.C(=O)([O-])[O-].[K+].[K+]. (2) Given the product [CH2:1]([O:3][C:4]([C:6]1[NH:7][C:8]2[C:13]([C:14]=1[CH2:15][CH2:16][CH2:17][NH:18][C:19]([O:21][C:22]([CH3:25])([CH3:24])[CH3:23])=[O:20])=[CH:12][C:11]([OH:26])=[CH:10][CH:9]=2)=[O:5])[CH3:2], predict the reactants needed to synthesize it. The reactants are: [CH2:1]([O:3][C:4]([C:6]1[NH:7][C:8]2[C:13]([C:14]=1[CH2:15][CH2:16][CH2:17][NH:18][C:19]([O:21][C:22]([CH3:25])([CH3:24])[CH3:23])=[O:20])=[CH:12][C:11]([O:26]CC1C=CC=CC=1)=[CH:10][CH:9]=2)=[O:5])[CH3:2].[H][H]. (3) Given the product [CH3:13][Si:14]([C:17]#[C:18][C:2]1[CH:7]=[C:6]([O:8][CH3:9])[C:5]([C:18]#[C:17][Si:14]([CH3:16])([CH3:15])[CH3:13])=[CH:4][C:3]=1[O:11][CH3:12])([CH3:16])[CH3:15], predict the reactants needed to synthesize it. The reactants are: Br[C:2]1[CH:7]=[C:6]([O:8][CH3:9])[C:5](Br)=[CH:4][C:3]=1[O:11][CH3:12].[CH3:13][Si:14]([C:17]#[CH:18])([CH3:16])[CH3:15]. (4) Given the product [C:13]1(=[O:17])[C:14]2[C:9](=[CH:7][C:5]3[C:4]([CH:15]=2)=[CH:3][CH:2]=[CH:1][CH:6]=3)[C:10](=[O:18])[CH:11]=[CH:12]1, predict the reactants needed to synthesize it. The reactants are: [CH:1]1[CH:2]=[CH:3][C:4]2[C:15](=O)[C:14]3[C:9](=[C:10]([OH:18])[CH:11]=[CH:12][C:13]=3[OH:17])[C:7](=O)[C:5]=2[CH:6]=1.[BH4-].[Na+].Cl. (5) Given the product [C:33]([Si:37]([CH3:43])([CH3:42])[O:38][CH2:39][CH2:40][N:1]1[CH2:2][CH:3]([N:5]2[CH:9]=[C:8]([C:10]3[CH:32]=[CH:31][C:13]4[C:14]5[N:18]([CH2:19][CH2:20][O:21][C:12]=4[CH:11]=3)[CH:17]=[C:16]([C:22]3[N:23]([CH:28]([CH3:30])[CH3:29])[N:24]=[C:25]([CH3:27])[N:26]=3)[N:15]=5)[CH:7]=[N:6]2)[CH2:4]1)([CH3:36])([CH3:35])[CH3:34], predict the reactants needed to synthesize it. The reactants are: [NH:1]1[CH2:4][CH:3]([N:5]2[CH:9]=[C:8]([C:10]3[CH:32]=[CH:31][C:13]4[C:14]5[N:18]([CH2:19][CH2:20][O:21][C:12]=4[CH:11]=3)[CH:17]=[C:16]([C:22]3[N:23]([CH:28]([CH3:30])[CH3:29])[N:24]=[C:25]([CH3:27])[N:26]=3)[N:15]=5)[CH:7]=[N:6]2)[CH2:2]1.[C:33]([Si:37]([CH3:43])([CH3:42])[O:38][CH2:39][CH:40]=O)([CH3:36])([CH3:35])[CH3:34].C(O)(=O)C.C(O[BH-](OC(=O)C)OC(=O)C)(=O)C.[Na+]. (6) Given the product [CH3:1][O:2][C:3]([C:5]1([CH2:10][OH:11])[CH2:6][CH2:7][CH2:8][CH2:9]1)=[O:4], predict the reactants needed to synthesize it. The reactants are: [CH3:1][O:2][C:3]([C:5]1([C:10](O)=[O:11])[CH2:9][CH2:8][CH2:7][CH2:6]1)=[O:4].C(N(CC)CC)C.ClC(OCC(C)C)=O. (7) Given the product [NH2:1][C:4]1[CH:5]=[C:6]([C:10]2[N:11]=[C:12]([N:15]3[CH2:20][CH2:19][CH:18]([C:21]([O:23][CH2:24][CH3:25])=[O:22])[CH2:17][CH2:16]3)[S:13][CH:14]=2)[CH:7]=[CH:8][CH:9]=1, predict the reactants needed to synthesize it. The reactants are: [N+:1]([C:4]1[CH:5]=[C:6]([C:10]2[N:11]=[C:12]([N:15]3[CH2:20][CH2:19][CH:18]([C:21]([O:23][CH2:24][CH3:25])=[O:22])[CH2:17][CH2:16]3)[S:13][CH:14]=2)[CH:7]=[CH:8][CH:9]=1)([O-])=O.